Dataset: Catalyst prediction with 721,799 reactions and 888 catalyst types from USPTO. Task: Predict which catalyst facilitates the given reaction. Reactant: [CH3:1][C@@H:2]1[C@:19]([OH:21])([CH3:20])[C@:18]([OH:23])([CH3:22])[C:16](=[O:17])[O:15][CH2:14][C:11]2=[CH:12][CH2:13][N:9]3[C@H:10]2[C@@H:6]([CH2:7][CH2:8]3)[O:5][C:3]1=[O:4].C1(Cl)C(Cl)=C(Cl)C(=O)C(=O)C=1Cl. Product: [CH3:1][C@@H:2]1[C@:19]([OH:21])([CH3:20])[C@:18]([OH:23])([CH3:22])[C:16](=[O:17])[O:15][CH2:14][C:11]2[CH:12]=[CH:13][N:9]3[C:10]=2[C@@H:6]([CH2:7][CH2:8]3)[O:5][C:3]1=[O:4]. The catalyst class is: 22.